Predict which catalyst facilitates the given reaction. From a dataset of Catalyst prediction with 721,799 reactions and 888 catalyst types from USPTO. (1) Reactant: [CH2:1]1[C:13]2[C:12]3[CH:11]=[CH:10][CH:9]=[C:8]([S:14][C:15]4[CH:20]=[CH:19][C:18]([CH3:21])=[CH:17][CH:16]=4)[C:7]=3[NH:6][C:5]=2[CH2:4][CH2:3][NH:2]1.[CH2:22]=O.[BH4-].[Na+]. Product: [CH3:22][N:2]1[CH2:3][CH2:4][C:5]2[NH:6][C:7]3[C:8]([S:14][C:15]4[CH:20]=[CH:19][C:18]([CH3:21])=[CH:17][CH:16]=4)=[CH:9][CH:10]=[CH:11][C:12]=3[C:13]=2[CH2:1]1. The catalyst class is: 5. (2) Reactant: C([O-])([O-])=O.[K+].[K+].Br.Br[C:9]1[S:13][C:12]([NH2:14])=[N:11][CH:10]=1.[SH:15][CH2:16][CH2:17][C:18]([O:20][CH3:21])=[O:19]. Product: [NH2:14][C:12]1[S:13][C:9]([S:15][CH2:16][CH2:17][C:18]([O:20][CH3:21])=[O:19])=[CH:10][N:11]=1. The catalyst class is: 18. (3) Reactant: [F:1][C:2]1[CH:21]=[C:20]([N+:22]([O-:24])=[O:23])[CH:19]=[CH:18][C:3]=1[O:4][C:5]1[C:14]2[C:9](=[CH:10][C:11]([OH:17])=[C:12]([O:15][CH3:16])[CH:13]=2)[N:8]=[CH:7][CH:6]=1.C([O-])([O-])=O.[K+].[K+].S(O[CH2:36][CH:37]1[CH2:42][CH2:41][N:40]([C:43]([O:45][C:46]([CH3:49])([CH3:48])[CH3:47])=[O:44])[CH2:39][CH2:38]1)(=O)(=O)C. Product: [C:46]([O:45][C:43]([N:40]1[CH2:41][CH2:42][CH:37]([CH2:36][O:17][C:11]2[CH:10]=[C:9]3[C:14]([C:5]([O:4][C:3]4[CH:18]=[CH:19][C:20]([N+:22]([O-:24])=[O:23])=[CH:21][C:2]=4[F:1])=[CH:6][CH:7]=[N:8]3)=[CH:13][C:12]=2[O:15][CH3:16])[CH2:38][CH2:39]1)=[O:44])([CH3:49])([CH3:47])[CH3:48]. The catalyst class is: 44. (4) The catalyst class is: 9. Reactant: [CH3:1][C:2]1[C:7]([Cl:8])=[CH:6][CH:5]=[CH:4][C:3]=1[N:9]1[C:13](=[O:14])[NH:12][N:11]=[N:10]1.[C:15](=O)([O-])[O-].[K+].[K+].COS(=O)(=O)OC.C(=O)(O)[O-].[Na+]. Product: [CH3:1][C:2]1[C:7]([Cl:8])=[CH:6][CH:5]=[CH:4][C:3]=1[N:9]1[C:13](=[O:14])[N:12]([CH3:15])[N:11]=[N:10]1. (5) Reactant: CC1(C=O)CC[C:4]2([O:11][CH2:10][C:9]([CH3:13])([CH3:12])[CH2:8][O:7]2)C1.[C:16]([O-:19])([O-])=O.[K+].[K+].BrCCCCBr.C[C:29]#[N:30]. Product: [CH3:4][O:11][CH2:10][C:9]([CH3:12])([CH3:13])[C:8]([N:30]([O:19][CH3:16])[CH3:29])=[O:7]. The catalyst class is: 6. (6) Reactant: [Br:1][C:2]1[CH:3]=[CH:4][C:5]([OH:21])=[C:6]([NH:8][C:9](=O)[C:10]2[CH:15]=[CH:14][C:13]([C:16]([F:19])([F:18])[F:17])=[CH:12][CH:11]=2)[CH:7]=1.P(Cl)(Cl)(Cl)=O. Product: [Br:1][C:2]1[CH:3]=[CH:4][C:5]2[O:21][C:9]([C:10]3[CH:11]=[CH:12][C:13]([C:16]([F:17])([F:18])[F:19])=[CH:14][CH:15]=3)=[N:8][C:6]=2[CH:7]=1. The catalyst class is: 12. (7) Reactant: [NH2:1][C:2]1[N:3]=[C:4]([Cl:32])[C:5]2[CH:10]=[CH:9][N:8]([C@@H:11]3[O:23][C@H:22]([CH2:24][O:25][CH:26]4[CH2:31][CH2:30][CH2:29][CH2:28][O:27]4)[C@@H:14]([O:15][CH:16]4[CH2:21][CH2:20][CH2:19][CH2:18][O:17]4)[C@@H:12]3O)[C:6]=2[N:7]=1.C(N(S(F)(F)[F:39])CC)C.C([O-])(O)=O.[Na+]. Product: [NH2:1][C:2]1[N:3]=[C:4]([Cl:32])[C:5]2[CH:10]=[CH:9][N:8]([C@@H:11]3[O:23][C@H:22]([CH2:24][O:25][CH:26]4[CH2:31][CH2:30][CH2:29][CH2:28][O:27]4)[C@@H:14]([O:15][CH:16]4[CH2:21][CH2:20][CH2:19][CH2:18][O:17]4)[C@H:12]3[F:39])[C:6]=2[N:7]=1. The catalyst class is: 202. (8) Reactant: Cl[C:2]1[N:6]=[C:5]([CH:7]2[CH2:12][CH:11]([C:13]3[CH:18]=[CH:17][C:16]([C:19]([F:22])([F:21])[F:20])=[CH:15][CH:14]=3)[CH2:10][N:9]([C:23]([N:25]3[CH2:30][CH2:29][O:28][CH2:27][CH2:26]3)=[O:24])[CH2:8]2)[O:4][N:3]=1.[CH3:31][O-:32].[Na+].O. Product: [CH3:31][O:32][C:2]1[N:6]=[C:5]([CH:7]2[CH2:12][CH:11]([C:13]3[CH:18]=[CH:17][C:16]([C:19]([F:22])([F:21])[F:20])=[CH:15][CH:14]=3)[CH2:10][N:9]([C:23]([N:25]3[CH2:30][CH2:29][O:28][CH2:27][CH2:26]3)=[O:24])[CH2:8]2)[O:4][N:3]=1. The catalyst class is: 5.